From a dataset of Forward reaction prediction with 1.9M reactions from USPTO patents (1976-2016). Predict the product of the given reaction. (1) Given the reactants [CH2:1]([C:4]1[CH:9]=[CH:8][C:7](Br)=[CH:6][CH:5]=1)[CH2:2][CH3:3].[CH3:11][Si:12]([C:15]#[CH:16])([CH3:14])[CH3:13].C(N(CC)CC)C.Cl, predict the reaction product. The product is: [CH2:1]([C:4]1[CH:9]=[CH:8][C:7]([C:16]#[C:15][Si:12]([CH3:14])([CH3:13])[CH3:11])=[CH:6][CH:5]=1)[CH2:2][CH3:3]. (2) The product is: [NH:63]1[CH:62]=[CH:66][C:65]([NH:41][C:42]2[N:46]([C:47]3[CH:52]=[C:51]([S:53][CH3:54])[N:50]=[C:49]([CH3:55])[N:48]=3)[N:45]=[C:44]([C:56]([O:58][CH2:59][CH3:60])=[O:57])[CH:43]=2)=[N:64]1. Given the reactants C(P(C(C)(C)C)C1C(C)=C(C)C(C)=C(C)C=1C1C(C(C)C)=CC(C(C)C)=CC=1C(C)C)(C)(C)C.C(O)(C)(C)C.O.[NH2:41][C:42]1[N:46]([C:47]2[CH:52]=[C:51]([S:53][CH3:54])[N:50]=[C:49]([CH3:55])[N:48]=2)[N:45]=[C:44]([C:56]([O:58][CH2:59][CH3:60])=[O:57])[CH:43]=1.Br[C:62]1[CH:66]=[CH:65][NH:64][N:63]=1, predict the reaction product.